From a dataset of Full USPTO retrosynthesis dataset with 1.9M reactions from patents (1976-2016). Predict the reactants needed to synthesize the given product. (1) The reactants are: C(Cl)(=O)C(Cl)=O.CS(C)=O.[Br:11][C:12]1[C:13]([F:32])=[CH:14][C:15]([F:31])=[C:16]([C@@:18]([NH:23][C:24](=[O:30])[O:25][C:26]([CH3:29])([CH3:28])[CH3:27])([CH2:20][CH2:21][OH:22])[CH3:19])[CH:17]=1.C(N(CC)CC)C. Given the product [Br:11][C:12]1[C:13]([F:32])=[CH:14][C:15]([F:31])=[C:16]([C@@:18]([NH:23][C:24](=[O:30])[O:25][C:26]([CH3:27])([CH3:28])[CH3:29])([CH2:20][CH:21]=[O:22])[CH3:19])[CH:17]=1, predict the reactants needed to synthesize it. (2) Given the product [CH:23]([N:22]([CH:26]([CH3:28])[CH3:27])[C:20]([C:19]1[CH:29]=[CH:30][N:31]=[C:17]([O:16][CH2:14][CH3:15])[C:18]=1[B:32]([OH:35])[OH:33])=[O:21])([CH3:25])[CH3:24], predict the reactants needed to synthesize it. The reactants are: CN(C)CCN(C)C.C([Li])(CC)C.[CH2:14]([O:16][C:17]1[CH:18]=[C:19]([CH:29]=[CH:30][N:31]=1)[C:20]([N:22]([CH:26]([CH3:28])[CH3:27])[CH:23]([CH3:25])[CH3:24])=[O:21])[CH3:15].[B:32](OC)([O:35]C)[O:33]C.[Cl-].[NH4+].Cl. (3) Given the product [C:38]([C:26]1[CH:27]=[CH:28][C:23]([CH2:22][CH2:21][N:6]2[CH2:5][CH2:4][N:3]([CH:8]3[CH2:17][CH2:16][C:15]4[CH:14]=[C:13]([C:18]#[N:19])[CH:12]=[CH:11][C:10]=4[CH2:9]3)[C:2](=[O:1])[CH2:7]2)=[CH:24][CH:25]=1)#[N:39], predict the reactants needed to synthesize it. The reactants are: [O:1]=[C:2]1[CH2:7][NH:6][CH2:5][CH2:4][N:3]1[CH:8]1[CH2:17][CH2:16][C:15]2[CH:14]=[C:13]([C:18]#[N:19])[CH:12]=[CH:11][C:10]=2[CH2:9]1.Br[CH2:21][CH2:22][C:23]1[CH:28]=[CH:27][C:26]([N+]([O-])=O)=[CH:25][CH:24]=1.C([O-])([O-])=O.[K+].[K+].[CH3:38][N:39](C=O)C. (4) Given the product [OH:1][C:2]1[CH:3]=[C:4]([CH:9]=[C:10]([O:12][CH2:15][C:16]2[CH:23]=[CH:22][CH:21]=[CH:20][C:17]=2[CH3:18])[CH:11]=1)[C:5]([O:7][CH3:8])=[O:6], predict the reactants needed to synthesize it. The reactants are: [OH:1][C:2]1[CH:3]=[C:4]([CH:9]=[C:10]([OH:12])[CH:11]=1)[C:5]([O:7][CH3:8])=[O:6].[H-].[Na+].[CH3:15][C:16]1[CH:23]=[CH:22][CH:21]=[CH:20][C:17]=1[CH2:18]Br. (5) Given the product [F:1][C:2]1[CH:7]=[C:6]([F:8])[CH:5]=[CH:4][C:3]=1/[CH:9]=[CH:10]/[C:11]1[CH:12]=[CH:13][C:14]([S:17]([C:20]2[CH:27]=[CH:26][C:23]([C:24]([NH2:25])=[O:29])=[CH:22][CH:21]=2)(=[O:18])=[O:19])=[CH:15][CH:16]=1, predict the reactants needed to synthesize it. The reactants are: [F:1][C:2]1[CH:7]=[C:6]([F:8])[CH:5]=[CH:4][C:3]=1/[CH:9]=[CH:10]/[C:11]1[CH:16]=[CH:15][C:14]([S:17]([C:20]2[CH:27]=[CH:26][C:23]([C:24]#[N:25])=[CH:22][CH:21]=2)(=[O:19])=[O:18])=[CH:13][CH:12]=1.C(=O)([O-])[O-:29].[K+].[K+].OO.S([O-])([O-])=O.[Na+].[Na+]. (6) Given the product [ClH:63].[ClH:63].[ClH:63].[CH3:29][CH2:28][NH:27][CH2:26][CH2:25][CH2:24][CH2:23][CH2:22][NH:21][CH2:20][CH2:19][CH2:18][CH2:17][CH2:16][NH:13][CH2:14][CH3:15], predict the reactants needed to synthesize it. The reactants are: Br.C1(C)C=C(C)C=C(C)C=1S([N:13]([CH2:16][CH2:17][CH2:18][CH2:19][CH2:20][N:21](S(C1C(C)=CC(C)=CC=1C)(=O)=O)[CH2:22][CH2:23][CH2:24][CH2:25][CH2:26][N:27](S(C1C(C)=CC(C)=CC=1C)(=O)=O)[CH2:28][CH3:29])[CH2:14][CH3:15])(=O)=O.C1(O)C=CC=CC=1.C(Cl)(Cl)[Cl:63]. (7) Given the product [ClH:11].[Cl:11][CH2:7][C:4]1[N:5]=[CH:6][N:2]([CH3:1])[N:3]=1, predict the reactants needed to synthesize it. The reactants are: [CH3:1][N:2]1[CH:6]=[N:5][C:4]([CH2:7]O)=[N:3]1.O=S(Cl)[Cl:11]. (8) Given the product [NH2:11][C:4]1[CH:3]=[CH:2][C:7]([O:8][CH3:9])=[CH:6][C:5]=1[OH:10], predict the reactants needed to synthesize it. The reactants are: Cl[C:2]1[C:7]([O:8][CH3:9])=[CH:6][C:5]([OH:10])=[C:4]([N+:11]([O-])=O)[CH:3]=1. (9) Given the product [Cl:1][C:2]1[CH:7]=[CH:6][C:5]([CH:8]([C:20]2[CH:25]=[CH:24][CH:23]=[C:22]([C:26]([N:28]3[CH2:29][CH2:30][O:31][CH2:32][CH2:33]3)=[O:27])[CH:21]=2)[CH2:9]/[C:10](/[C:12]2[CH:13]=[CH:14][C:15](=[O:19])[N:16]([CH3:18])[CH:17]=2)=[N:36]\[OH:37])=[C:4]([F:34])[CH:3]=1, predict the reactants needed to synthesize it. The reactants are: [Cl:1][C:2]1[CH:7]=[CH:6][C:5]([CH:8]([C:20]2[CH:25]=[CH:24][CH:23]=[C:22]([C:26]([N:28]3[CH2:33][CH2:32][O:31][CH2:30][CH2:29]3)=[O:27])[CH:21]=2)[CH2:9][C:10]([C:12]2[CH:13]=[CH:14][C:15](=[O:19])[N:16]([CH3:18])[CH:17]=2)=O)=[C:4]([F:34])[CH:3]=1.Cl.[NH2:36][OH:37].C(=O)([O-])O.[Na+].